Dataset: Full USPTO retrosynthesis dataset with 1.9M reactions from patents (1976-2016). Task: Predict the reactants needed to synthesize the given product. Given the product [CH2:17]([NH:19][CH2:20][CH:21]1[CH2:22][CH2:23][N:24]([C:27]2[CH:32]=[CH:31][C:30]([NH:33]/[CH:14]=[C:5]3\[C:6](=[O:13])[NH:7][C:8](=[O:12])[C:9]4[C:4]\3=[CH:3][C:2]([I:1])=[CH:11][CH:10]=4)=[CH:29][CH:28]=2)[CH2:25][CH2:26]1)[CH3:18], predict the reactants needed to synthesize it. The reactants are: [I:1][C:2]1[CH:3]=[C:4]2[C:9](=[CH:10][CH:11]=1)[C:8](=[O:12])[NH:7][C:6](=[O:13])/[C:5]/2=[CH:14]/OC.[CH2:17]([NH:19][CH2:20][CH:21]1[CH2:26][CH2:25][N:24]([C:27]2[CH:32]=[CH:31][C:30]([NH2:33])=[CH:29][CH:28]=2)[CH2:23][CH2:22]1)[CH3:18].FC(F)(F)C(O)=O.C(N(CC)CC)C.